This data is from Forward reaction prediction with 1.9M reactions from USPTO patents (1976-2016). The task is: Predict the product of the given reaction. (1) Given the reactants [N+:1]([C:4]1[CH:8]=[CH:7][N:6]([CH:9]2[CH2:12][N:11]([C:13]([O:15][C:16]([CH3:19])([CH3:18])[CH3:17])=[O:14])[CH2:10]2)[N:5]=1)([O-])=O, predict the reaction product. The product is: [NH2:1][C:4]1[CH:8]=[CH:7][N:6]([CH:9]2[CH2:10][N:11]([C:13]([O:15][C:16]([CH3:19])([CH3:18])[CH3:17])=[O:14])[CH2:12]2)[N:5]=1. (2) Given the reactants [F:1][C:2]([F:9])([F:8])/[CH:3]=[CH:4]/[C:5](O)=[O:6].C(Cl)(=O)C(Cl)=O.[CH2:16]([C:18]1[C:19]([NH:25][CH:26]([CH2:29][CH3:30])[CH2:27][NH2:28])=[N:20][CH:21]=[N:22][C:23]=1[CH3:24])[CH3:17].C(N(C(C)C)CC)(C)C, predict the reaction product. The product is: [CH2:16]([C:18]1[C:19]([NH:25][CH:26]([CH2:29][CH3:30])[CH2:27][NH:28][C:5](=[O:6])/[CH:4]=[CH:3]/[C:2]([F:9])([F:8])[F:1])=[N:20][CH:21]=[N:22][C:23]=1[CH3:24])[CH3:17]. (3) Given the reactants [Cl:1][C:2]1[C:7]([Cl:8])=[C:6]([Cl:9])[N:5]=[C:4]([C:10]#[N:11])[CH:3]=1.[N:12]([Si](C)(C)C)=[N+:13]=[N-:14].C([Sn](=O)CCCC)CCC, predict the reaction product. The product is: [Cl:9][C:6]1[C:7]([Cl:8])=[C:2]([Cl:1])[CH:3]=[C:4]([C:10]2[NH:14][N:13]=[N:12][N:11]=2)[N:5]=1. (4) Given the reactants [Cl:1][C:2]1[CH:3]=[CH:4][C:5]([O:22][C:23]2[CH:28]=[C:27]([F:29])[C:26]([S:30](=[O:49])(=[O:48])[N:31]([CH2:37][C:38]3[CH:43]=[CH:42][C:41]([O:44][CH3:45])=[CH:40][C:39]=3[O:46][CH3:47])[C:32]3[S:33][CH:34]=[CH:35][N:36]=3)=[CH:25][C:24]=2[Cl:50])=[C:6]([CH2:8][CH2:9][CH2:10][N:11]([C:17]([O:19][CH2:20][CH3:21])=[O:18])[CH2:12][C:13]([O:15]C)=[O:14])[CH:7]=1.O.[OH-].[Li+].O.Cl, predict the reaction product. The product is: [Cl:1][C:2]1[CH:3]=[CH:4][C:5]([O:22][C:23]2[CH:28]=[C:27]([F:29])[C:26]([S:30](=[O:48])(=[O:49])[N:31]([CH2:37][C:38]3[CH:43]=[CH:42][C:41]([O:44][CH3:45])=[CH:40][C:39]=3[O:46][CH3:47])[C:32]3[S:33][CH:34]=[CH:35][N:36]=3)=[CH:25][C:24]=2[Cl:50])=[C:6]([CH2:8][CH2:9][CH2:10][N:11]([C:17]([O:19][CH2:20][CH3:21])=[O:18])[CH2:12][C:13]([OH:15])=[O:14])[CH:7]=1. (5) Given the reactants [OH:1][C:2]1[C:27]([O:28][CH3:29])=[CH:26][C:5]2[C:6]3[N:11]([CH:12]([C:14]([CH3:19])([CH3:18])[CH2:15][O:16][CH3:17])[CH2:13][C:4]=2[CH:3]=1)[CH:10]=[C:9]([C:20]([O:22][CH2:23][CH3:24])=[O:21])[C:8](=[O:25])[CH:7]=3.C(=O)([O-])[O-].[K+].[K+].CC1C=CC(S(O[CH2:47][CH2:48][CH2:49][N:50]2[CH2:54][CH2:53][CH2:52][C:51]2=[O:55])(=O)=O)=CC=1.O, predict the reaction product. The product is: [CH3:29][O:28][C:27]1[C:2]([O:1][CH2:47][CH2:48][CH2:49][N:50]2[CH2:54][CH2:53][CH2:52][C:51]2=[O:55])=[CH:3][C:4]2[CH2:13][CH:12]([C:14]([CH3:18])([CH3:19])[CH2:15][O:16][CH3:17])[N:11]3[C:6](=[CH:7][C:8](=[O:25])[C:9]([C:20]([O:22][CH2:23][CH3:24])=[O:21])=[CH:10]3)[C:5]=2[CH:26]=1.